This data is from Forward reaction prediction with 1.9M reactions from USPTO patents (1976-2016). The task is: Predict the product of the given reaction. (1) Given the reactants [NH2:1][C:2]1[C:7]([C:8]#[N:9])=[C:6]([N:10]2[CH2:15][CH2:14][CH:13]([C:16]3[N:17]([CH2:29][CH2:30][NH:31]CC4CC4)[CH:18]=[C:19]([C:21]4[CH:26]=[CH:25][C:24]([F:27])=[C:23]([CH3:28])[CH:22]=4)[N:20]=3)[CH2:12][CH2:11]2)[N:5]=[CH:4][N:3]=1.[CH:36](N)([CH3:38])[CH3:37], predict the reaction product. The product is: [NH2:1][C:2]1[C:7]([C:8]#[N:9])=[C:6]([N:10]2[CH2:15][CH2:14][CH:13]([C:16]3[N:17]([CH2:29][CH2:30][NH:31][CH:36]([CH3:38])[CH3:37])[CH:18]=[C:19]([C:21]4[CH:26]=[CH:25][C:24]([F:27])=[C:23]([CH3:28])[CH:22]=4)[N:20]=3)[CH2:12][CH2:11]2)[N:5]=[CH:4][N:3]=1. (2) Given the reactants [OH:1][CH2:2][CH2:3][NH:4][C:5]1[N:10]=[C:9]([O:11][CH3:12])[C:8]([NH:13][C:14]([C:16]2[O:17][C:18]([O:21][C:22]3[CH:27]=[C:26]([Si:28]([CH3:31])([CH3:30])[CH3:29])[CH:25]=[CH:24][C:23]=3[CH3:32])=[CH:19][CH:20]=2)=[O:15])=[C:7]([O:33][CH3:34])[N:6]=1.C(N(CC)CC)C.[CH3:42][S:43](Cl)(=[O:45])=[O:44], predict the reaction product. The product is: [CH3:42][S:43]([O:1][CH2:2][CH2:3][NH:4][C:5]1[N:6]=[C:7]([O:33][CH3:34])[C:8]([NH:13][C:14]([C:16]2[O:17][C:18]([O:21][C:22]3[CH:27]=[C:26]([Si:28]([CH3:31])([CH3:30])[CH3:29])[CH:25]=[CH:24][C:23]=3[CH3:32])=[CH:19][CH:20]=2)=[O:15])=[C:9]([O:11][CH3:12])[N:10]=1)(=[O:45])=[O:44].